This data is from Full USPTO retrosynthesis dataset with 1.9M reactions from patents (1976-2016). The task is: Predict the reactants needed to synthesize the given product. Given the product [F:37][C:31]1[CH:30]=[C:29]([CH:34]=[CH:33][C:32]=1[O:35][CH3:36])[CH2:28][N:13]1[C:14]2[C:15](=[N:16][CH:17]=[CH:18][C:19]=2[CH3:20])[C:11]([C:9]([NH:8][C@H:3]2[CH2:4][CH2:5][CH2:6][CH2:7][C@@H:2]2[OH:1])=[O:10])=[CH:12]1, predict the reactants needed to synthesize it. The reactants are: [OH:1][C@H:2]1[CH2:7][CH2:6][CH2:5][CH2:4][C@@H:3]1[NH:8][C:9]([C:11]1[C:15]2=[N:16][CH:17]=[CH:18][C:19]([CH3:20])=[C:14]2[NH:13][CH:12]=1)=[O:10].C([O-])([O-])=O.[Cs+].[Cs+].Br[CH2:28][C:29]1[CH:34]=[CH:33][C:32]([O:35][CH3:36])=[C:31]([F:37])[CH:30]=1.